From a dataset of Full USPTO retrosynthesis dataset with 1.9M reactions from patents (1976-2016). Predict the reactants needed to synthesize the given product. (1) Given the product [CH2:18]([O:1][C:2]1[CH:3]=[C:4]([CH:8]=[CH:9][C:10]=1[O:11][CH2:5][CH2:4][CH3:8])[C:5]([O:7][CH2:10][CH2:2][CH3:3])=[O:6])[CH2:19][CH3:20], predict the reactants needed to synthesize it. The reactants are: [OH:1][C:2]1[CH:3]=[C:4]([CH:8]=[CH:9][C:10]=1[OH:11])[C:5]([OH:7])=[O:6].C([O-])([O-])=O.[K+].[K+].[CH2:18](Br)[CH2:19][CH3:20]. (2) Given the product [CH3:17][C:13]1[CH:14]=[CH:15][CH:16]=[C:11]2[C:12]=1[C:18](=[O:26])[N:19]([C:20]1[CH:21]=[CH:22][CH:23]=[CH:24][CH:25]=1)[C:3]([CH:2]([O:27][C:28](=[O:30])[CH3:29])[CH3:1])=[N:10]2, predict the reactants needed to synthesize it. The reactants are: [CH3:1][CH:2]([O:27][C:28](=[O:30])[CH3:29])[C:3](=[N:10][C:11]1[CH:16]=[CH:15][CH:14]=[C:13]([CH3:17])[C:12]=1[C:18](=[O:26])[NH:19][C:20]1[CH:25]=[CH:24][CH:23]=[CH:22][CH:21]=1)N1CCCCC1.